Predict the reaction yield, written as a fraction of the theoretical maximum amount of product (1.0 means a 100% yield; for example, 0.34 means a 34% yield). From a dataset of Reaction yield outcomes from USPTO patents with 853,638 reactions. The reactants are [F:1][C:2]1[CH:7]=[CH:6][C:5](I)=[CH:4][C:3]=1[N:9]1[CH:14]=[C:13]([O:15][CH3:16])[C:12](=[O:17])[C:11]([C:18]2[N:22]([C:23]3[CH:28]=[CH:27][CH:26]=[CH:25][CH:24]=3)[N:21]=[CH:20][CH:19]=2)=[N:10]1.Cl.[F:30][C:31]1([F:35])[CH2:34][NH:33][CH2:32]1.CC([O-])(C)C.[Na+].CC1(C)C2C(=C(P(C3C=CC=CC=3)C3C=CC=CC=3)C=CC=2)OC2C(P(C3C=CC=CC=3)C3C=CC=CC=3)=CC=CC1=2. The catalyst is O1CCOCC1.C([O-])(O)=O.[Na+].C1C=CC(/C=C/C(/C=C/C2C=CC=CC=2)=O)=CC=1.C1C=CC(/C=C/C(/C=C/C2C=CC=CC=2)=O)=CC=1.C1C=CC(/C=C/C(/C=C/C2C=CC=CC=2)=O)=CC=1.[Pd].[Pd]. The product is [F:30][C:31]1([F:35])[CH2:34][N:33]([C:5]2[CH:6]=[CH:7][C:2]([F:1])=[C:3]([N:9]3[CH:14]=[C:13]([O:15][CH3:16])[C:12](=[O:17])[C:11]([C:18]4[N:22]([C:23]5[CH:28]=[CH:27][CH:26]=[CH:25][CH:24]=5)[N:21]=[CH:20][CH:19]=4)=[N:10]3)[CH:4]=2)[CH2:32]1. The yield is 0.410.